From a dataset of Peptide-MHC class II binding affinity with 134,281 pairs from IEDB. Regression. Given a peptide amino acid sequence and an MHC pseudo amino acid sequence, predict their binding affinity value. This is MHC class II binding data. (1) The peptide sequence is KASNTILPLMALLTP. The MHC is DRB1_0901 with pseudo-sequence DRB1_0901. The binding affinity (normalized) is 0.797. (2) The peptide sequence is SWIQSIPFVHLGHRD. The MHC is HLA-DQA10104-DQB10503 with pseudo-sequence HLA-DQA10104-DQB10503. The binding affinity (normalized) is 0.125.